Dataset: Catalyst prediction with 721,799 reactions and 888 catalyst types from USPTO. Task: Predict which catalyst facilitates the given reaction. (1) Reactant: [NH2:1][C:2]1[N:3]=[N+:4]([O-:13])[C:5]2[CH:11]=[C:10]([OH:12])[CH:9]=[CH:8][C:6]=2[N:7]=1.C([O-])([O-])=O.[K+].[K+].Cl.Cl[CH2:22][CH2:23][N:24]1[CH2:29][CH2:28][O:27][CH2:26][CH2:25]1. Product: [N:24]1([CH2:23][CH2:22][O:12][C:10]2[CH:9]=[CH:8][C:6]3[N:7]=[C:2]([NH2:1])[N:3]=[N+:4]([O-:13])[C:5]=3[CH:11]=2)[CH2:29][CH2:28][O:27][CH2:26][CH2:25]1. The catalyst class is: 3. (2) Reactant: Cl.Cl[C:3]1[N:12]=[C:11]([N:13]([C:15]2[CH:20]=[CH:19][C:18]([O:21][CH3:22])=[CH:17][CH:16]=2)[CH3:14])[C:10]2[C:5](=[CH:6][CH:7]=[CH:8][CH:9]=2)[N:4]=1.[NH2:23][C@H:24]([CH2:27][C:28]1[CH:33]=[CH:32][CH:31]=[CH:30][CH:29]=1)[CH2:25][OH:26].CCN(CC)CC. Product: [CH3:22][O:21][C:18]1[CH:19]=[CH:20][C:15]([N:13]([CH3:14])[C:11]2[C:10]3[C:5](=[CH:6][CH:7]=[CH:8][CH:9]=3)[N:4]=[C:3]([NH:23][C@H:24]([CH2:27][C:28]3[CH:33]=[CH:32][CH:31]=[CH:30][CH:29]=3)[CH2:25][OH:26])[N:12]=2)=[CH:16][CH:17]=1. The catalyst class is: 32. (3) Reactant: Br[C:2]1[CH:3]=[CH:4][C:5]2[N:11]3[C:12]([CH3:15])=[N:13][N:14]=[C:10]3[C@H:9]([CH3:16])[CH2:8][N:7]([C:17]3[CH:24]=[CH:23][C:20]([C:21]#[N:22])=[CH:19][CH:18]=3)[C:6]=2[CH:25]=1.CC1(C)C(C)(C)OB([C:34]2[CH:35]=[N:36][NH:37][CH:38]=2)O1.C(=O)([O-])[O-].[Cs+].[Cs+]. Product: [CH3:15][C:12]1[N:11]2[C:5]3[CH:4]=[CH:3][C:2]([C:34]4[CH:35]=[N:36][NH:37][CH:38]=4)=[CH:25][C:6]=3[N:7]([C:17]3[CH:18]=[CH:19][C:20]([C:21]#[N:22])=[CH:23][CH:24]=3)[CH2:8][C@@H:9]([CH3:16])[C:10]2=[N:14][N:13]=1. The catalyst class is: 108.